This data is from Forward reaction prediction with 1.9M reactions from USPTO patents (1976-2016). The task is: Predict the product of the given reaction. (1) Given the reactants [Cl:1][C:2]1[CH:3]=[C:4]([NH:9][C:10](=[O:18])OC2C=CC=CC=2)[CH:5]=[CH:6][C:7]=1[F:8].ClC1N=C(NC(N2CCN3N=CC(C4C=CC(F)=CC=4)=C3C2)=O)C=CC=1F.[CH:46]1([C:51]2[N:52]=[CH:53][N:54]3[CH2:59][CH2:58][NH:57][CH2:56][C:55]=23)[CH2:50][CH2:49][CH2:48][CH2:47]1.FC1C=CC(C2C=NN3CCNCC=23)=CC=1, predict the reaction product. The product is: [Cl:1][C:2]1[CH:3]=[C:4]([NH:9][C:10]([N:57]2[CH2:58][CH2:59][N:54]3[CH:53]=[N:52][C:51]([CH:46]4[CH2:50][CH2:49][CH2:48][CH2:47]4)=[C:55]3[CH2:56]2)=[O:18])[CH:5]=[CH:6][C:7]=1[F:8]. (2) Given the reactants [I:1][C:2]1[N:6]2[CH:7]=[C:8]([C:11]3[CH:21]=[CH:20][C:14]([C:15]([O:17]CC)=[O:16])=[CH:13][CH:12]=3)[N:9]=[CH:10][C:5]2=[N:4][CH:3]=1.O[Li].O, predict the reaction product. The product is: [I:1][C:2]1[N:6]2[CH:7]=[C:8]([C:11]3[CH:12]=[CH:13][C:14]([C:15]([OH:17])=[O:16])=[CH:20][CH:21]=3)[N:9]=[CH:10][C:5]2=[N:4][CH:3]=1. (3) Given the reactants C([O:8][C:9](=[O:45])[CH2:10][NH:11][C:12](=[O:44])[C@@H:13]1[CH2:17][C@@H:16]([O:18][CH3:19])[CH2:15][N:14]1[C:20](=[O:43])[C@@H:21]1[CH2:25][CH2:24][CH2:23][N:22]1[C:26]([O:28][CH2:29][CH:30]1[C:42]2[CH:41]=[CH:40][CH:39]=[CH:38][C:37]=2[C:36]2[C:31]1=[CH:32][CH:33]=[CH:34][CH:35]=2)=[O:27])C1C=CC=CC=1.C(Cl)Cl.CO.CCO, predict the reaction product. The product is: [CH:32]1[C:31]2[CH:30]([CH2:29][O:28][C:26]([N:22]3[CH2:23][CH2:24][CH2:25][C@H:21]3[C:20]([N:14]3[CH2:15][C@H:16]([O:18][CH3:19])[CH2:17][C@H:13]3[C:12]([NH:11][CH2:10][C:9]([OH:45])=[O:8])=[O:44])=[O:43])=[O:27])[C:42]3[C:37](=[CH:38][CH:39]=[CH:40][CH:41]=3)[C:36]=2[CH:35]=[CH:34][CH:33]=1. (4) Given the reactants F[C:2]1[CH:7]=[CH:6][C:5]([N+:8]([O-])=O)=[CH:4][CH:3]=1.[CH3:11][CH:12]1[O:17][CH:16]([CH3:18])[CH2:15][NH:14][CH2:13]1.C(N(C(C)C)CC)(C)C, predict the reaction product. The product is: [CH3:18][C@H:16]1[O:17][C@@H:12]([CH3:11])[CH2:13][N:14]([C:2]2[CH:7]=[CH:6][C:5]([NH2:8])=[CH:4][CH:3]=2)[CH2:15]1.[CH3:18][C@H:16]1[O:17][C@H:12]([CH3:11])[CH2:13][N:14]([C:2]2[CH:7]=[CH:6][C:5]([NH2:8])=[CH:4][CH:3]=2)[CH2:15]1. (5) Given the reactants [NH2:1][C@H:2]1[CH2:7][CH2:6][C@H:5]([NH:8][C:9]([C:11]2[C:15]3[N:16]=[CH:17][N:18]=[C:19]([C:20]4[C:28]5[O:27][CH2:26][O:25][C:24]=5[CH:23]=[CH:22][C:21]=4[O:29][CH2:30][CH:31]4[CH2:33][CH2:32]4)[C:14]=3[NH:13][CH:12]=2)=[O:10])[CH2:4][CH2:3]1.Cl[C:35]([C@@H:37]([O:39]C(=O)C)[CH3:38])=[O:36], predict the reaction product. The product is: [OH:39][C@@H:37]([CH3:38])[C:35]([NH:1][CH:2]1[CH2:7][CH2:6][CH:5]([NH:8][C:9]([C:11]2[C:15]3[N:16]=[CH:17][N:18]=[C:19]([C:20]4[C:28]5[O:27][CH2:26][O:25][C:24]=5[CH:23]=[CH:22][C:21]=4[O:29][CH2:30][CH:31]4[CH2:33][CH2:32]4)[C:14]=3[NH:13][CH:12]=2)=[O:10])[CH2:4][CH2:3]1)=[O:36]. (6) Given the reactants [CH3:1][C:2]1[CH:7]=[C:6]([CH3:8])[N:5]=[CH:4][C:3]=1[N:9]1[CH2:14][CH2:13][N:12](S(C2C=CC(C)=CC=2)(=O)=O)[CH2:11][CH2:10]1.Br.[OH-].[Na+], predict the reaction product. The product is: [CH3:1][C:2]1[CH:7]=[C:6]([CH3:8])[N:5]=[CH:4][C:3]=1[N:9]1[CH2:10][CH2:11][NH:12][CH2:13][CH2:14]1. (7) Given the reactants Br[C:2]1[C:3]([O:27][C:28]2[C:33]([Cl:34])=[CH:32][CH:31]=[CH:30][C:29]=2[Cl:35])=[CH:4][C:5]([NH:8][C:9]2[S:13][N:12]=[C:11]([CH:14]3[CH2:19][CH2:18][N:17]([C:20]([O:22][C:23]([CH3:26])([CH3:25])[CH3:24])=[O:21])[CH2:16][CH2:15]3)[N:10]=2)=[N:6][CH:7]=1.C[Li].C([Li])CCC.[N:43]1[CH:48]=[CH:47][CH:46]=[CH:45][C:44]=1[S:49][S:49][C:44]1[CH:45]=[CH:46][CH:47]=[CH:48][N:43]=1, predict the reaction product. The product is: [Cl:35][C:29]1[CH:30]=[CH:31][CH:32]=[C:33]([Cl:34])[C:28]=1[O:27][C:3]1[C:2]([S:49][C:44]2[CH:45]=[CH:46][CH:47]=[CH:48][N:43]=2)=[CH:7][N:6]=[C:5]([NH:8][C:9]2[S:13][N:12]=[C:11]([CH:14]3[CH2:19][CH2:18][N:17]([C:20]([O:22][C:23]([CH3:26])([CH3:25])[CH3:24])=[O:21])[CH2:16][CH2:15]3)[N:10]=2)[CH:4]=1.